Dataset: Full USPTO retrosynthesis dataset with 1.9M reactions from patents (1976-2016). Task: Predict the reactants needed to synthesize the given product. (1) Given the product [Cl:78][C:72]1[CH:73]=[C:74]([CH:75]([CH3:76])[CH3:77])[C:68]2[O:67][C:66]([S:65][CH2:26][CH2:27][N:28]3[CH2:29][CH2:30][N:31]([CH2:34][C:35]([NH:37][C:38]4[C:39]([N:50]5[CH2:51][CH2:52][CH2:53][CH2:54]5)=[N:40][C:41]([CH3:49])=[CH:42][C:43]=4[N:44]4[CH2:45][CH2:46][CH2:47][CH2:48]4)=[O:36])[CH2:32][CH2:33]3)=[N:70][C:69]=2[C:71]=1[CH3:79], predict the reactants needed to synthesize it. The reactants are: OCCN1CCN(CC(NC2C(SC)=NC(C)=CC=2SC)=O)CC1.O[CH2:26][CH2:27][N:28]1[CH2:33][CH2:32][N:31]([CH2:34][C:35]([NH:37][C:38]2[C:39]([N:50]3[CH2:54][CH2:53][CH2:52][CH2:51]3)=[N:40][C:41]([CH3:49])=[CH:42][C:43]=2[N:44]2[CH2:48][CH2:47][CH2:46][CH2:45]2)=[O:36])[CH2:30][CH2:29]1.SC1NC2C=CC=CC=2N=1.[SH:65][C:66]1[O:67][C:68]2[C:74]([CH:75]([CH3:77])[CH3:76])=[CH:73][C:72]([Cl:78])=[C:71]([CH3:79])[C:69]=2[N:70]=1. (2) Given the product [Br:1][C:2]1[CH:7]=[C:6]([CH3:8])[N+:5]([O-:18])=[C:4]([CH3:9])[CH:3]=1, predict the reactants needed to synthesize it. The reactants are: [Br:1][C:2]1[CH:7]=[C:6]([CH3:8])[N:5]=[C:4]([CH3:9])[CH:3]=1.ClC1C=CC=C(C(OO)=[O:18])C=1. (3) The reactants are: [F:1][C:2]([F:15])([F:14])[CH:3]1[CH2:12][CH:11]2[CH2:13][CH:4]1[C:5]1[CH:10]2[CH2:9][CH2:8][CH2:7][CH:6]=1.[H][H]. Given the product [F:1][C:2]([F:14])([F:15])[CH:3]1[CH2:12][CH:11]2[CH2:13][CH:4]1[CH:5]1[CH:10]2[CH2:9][CH2:8][CH2:7][CH2:6]1, predict the reactants needed to synthesize it. (4) Given the product [Cl:25][C:4]1[CH:3]=[C:2]([CH3:26])[CH:7]=[CH:6][C:5]=1[CH:8]1[S:14][CH2:13][CH2:12][NH:11][C:10]2[N:15]([CH3:24])[N:16]=[C:17]([C:18]3[CH:23]=[CH:22][CH:21]=[CH:20][N:19]=3)[C:9]1=2, predict the reactants needed to synthesize it. The reactants are: Br[C:2]1[CH:7]=[CH:6][C:5]([CH:8]2[S:14][CH2:13][CH2:12][NH:11][C:10]3[N:15]([CH3:24])[N:16]=[C:17]([C:18]4[CH:23]=[CH:22][CH:21]=[CH:20][N:19]=4)[C:9]2=3)=[C:4]([Cl:25])[CH:3]=1.[C:26](=O)([O-])[O-].[K+].[K+].CB1OB(C)OB(C)O1. (5) Given the product [CH3:1][C@@H:2]1[CH2:6][N:5]([CH2:39][C:38]2[CH:41]=[CH:42][CH:43]=[CH:44][C:37]=2[C:36]([F:46])([F:45])[F:35])[CH2:4][C@H:3]1[C:15]1[NH:16][C:17](=[O:30])[C:18]2[CH:23]=[N:22][N:21]([CH:24]3[CH2:29][CH2:28][O:27][CH2:26][CH2:25]3)[C:19]=2[N:20]=1, predict the reactants needed to synthesize it. The reactants are: [CH3:1][C@@H:2]1[CH2:6][N:5](CC2C=NC(C)=NC=2)[CH2:4][C@H:3]1[C:15]1[NH:16][C:17](=[O:30])[C:18]2[CH:23]=[N:22][N:21]([CH:24]3[CH2:29][CH2:28][O:27][CH2:26][CH2:25]3)[C:19]=2[N:20]=1.C([BH3-])#N.[Na+].[F:35][C:36]([F:46])([F:45])[C:37]1[CH:44]=[CH:43][CH:42]=[CH:41][C:38]=1[CH:39]=O. (6) Given the product [CH3:1][N:2]([CH3:7])[CH2:3][CH2:4][N:5]([CH3:6])[C:9]1[N:10]=[N+:11]([O-:19])[C:12]2[CH:18]=[CH:17][CH:16]=[CH:15][C:13]=2[N:14]=1, predict the reactants needed to synthesize it. The reactants are: [CH3:1][N:2]([CH3:7])[CH2:3][CH2:4][NH:5][CH3:6].Cl[C:9]1[N:10]=[N+:11]([O-:19])[C:12]2[CH:18]=[CH:17][CH:16]=[CH:15][C:13]=2[N:14]=1. (7) The reactants are: [NH2:1][C@H:2]([CH2:7][C:8]1[CH:9]=[C:10]2[C:14](=[C:15]([CH3:17])[CH:16]=1)[NH:13][N:12]=[CH:11]2)[C:3]([O:5][CH3:6])=[O:4].C(N(C(C)C)CC)(C)C.C1C(=O)N(OC(ON2C(=O)CCC2=O)=O)[C:29](=[O:30])C1.[NH:45]1[CH2:50][CH2:49][CH:48]([N:51]2[CH2:60][C:59]3[C:54](=[CH:55][CH:56]=[CH:57][CH:58]=3)[NH:53][C:52]2=[O:61])[CH2:47][CH2:46]1. Given the product [CH3:6][O:5][C:3](=[O:4])[C@H:2]([NH:1][C:29]([N:45]1[CH2:46][CH2:47][CH:48]([N:51]2[CH2:60][C:59]3[C:54](=[CH:55][CH:56]=[CH:57][CH:58]=3)[NH:53][C:52]2=[O:61])[CH2:49][CH2:50]1)=[O:30])[CH2:7][C:8]1[CH:9]=[C:10]2[C:14](=[C:15]([CH3:17])[CH:16]=1)[NH:13][N:12]=[CH:11]2, predict the reactants needed to synthesize it.